From a dataset of Reaction yield outcomes from USPTO patents with 853,638 reactions. Predict the reaction yield, written as a fraction of the theoretical maximum amount of product (1.0 means a 100% yield; for example, 0.34 means a 34% yield). (1) The reactants are [NH2:1][C:2]1[S:3][CH2:4][C:5]2([N:21]=1)[C@@H:18]1[C@H:13]([CH2:14][CH:15]([OH:19])[CH2:16][CH2:17]1)[O:12][C:11]1[C:6]2=[CH:7][C:8]([Br:20])=[CH:9][CH:10]=1.[CH3:22][C:23]([O:26][C:27](O[C:27]([O:26][C:23]([CH3:25])([CH3:24])[CH3:22])=[O:28])=[O:28])([CH3:25])[CH3:24]. The catalyst is C(Cl)Cl. The product is [Br:20][C:8]1[CH:7]=[C:6]2[C:11]([O:12][C@@H:13]3[C@@H:18]([C:5]42[CH2:4][S:3][C:2]([NH:1][C:27](=[O:28])[O:26][C:23]([CH3:25])([CH3:24])[CH3:22])=[N:21]4)[CH2:17][CH2:16][CH:15]([OH:19])[CH2:14]3)=[CH:10][CH:9]=1. The yield is 0.680. (2) The reactants are I[C:2]1[CH:8]=[CH:7][C:5]([NH2:6])=[CH:4][CH:3]=1.[CH3:9][C:10]1[CH:15]=[CH:14][CH:13]=[C:12]([SH:16])[CH:11]=1.C([O-])([O-])=O.[K+].[K+].C(O)CO. The catalyst is [Cu]I.CC(O)C. The product is [C:10]1([CH3:9])[CH:15]=[CH:14][CH:13]=[C:12]([S:16][C:2]2[CH:8]=[CH:7][C:5]([NH2:6])=[CH:4][CH:3]=2)[CH:11]=1. The yield is 0.900. (3) The reactants are [CH3:1][C:2]1[CH:3]=[CH:4][C:5]2[O:10][CH2:9][C:8](=[O:11])[NH:7][C:6]=2[CH:12]=1.Br[CH2:14][C@H:15]([CH3:25])[CH2:16][O:17][Si:18]([C:21]([CH3:24])([CH3:23])[CH3:22])([CH3:20])[CH3:19].C([O-])([O-])=O.[Cs+].[Cs+].CN(C=O)C. The catalyst is CCOCC. The product is [Si:18]([O:17][CH2:16][C@@H:15]([CH3:25])[CH2:14][N:7]1[C:6]2[CH:12]=[C:2]([CH3:1])[CH:3]=[CH:4][C:5]=2[O:10][CH2:9][C:8]1=[O:11])([C:21]([CH3:22])([CH3:23])[CH3:24])([CH3:19])[CH3:20]. The yield is 0.880. (4) The reactants are [CH3:1][C:2]1([CH3:15])[C:11]2[C:6](=[CH:7][C:8]([N+:12]([O-:14])=[O:13])=[CH:9][CH:10]=2)[NH:5][CH2:4][CH2:3]1.[CH3:16][C:17]([O:20][C:21](O[C:21]([O:20][C:17]([CH3:19])([CH3:18])[CH3:16])=[O:22])=[O:22])([CH3:19])[CH3:18]. No catalyst specified. The product is [C:17]([O:20][C:21]([N:5]1[C:6]2[C:11](=[CH:10][CH:9]=[C:8]([N+:12]([O-:14])=[O:13])[CH:7]=2)[C:2]([CH3:15])([CH3:1])[CH2:3][CH2:4]1)=[O:22])([CH3:19])([CH3:18])[CH3:16]. The yield is 0.220. (5) The reactants are CN(C=O)C.C(Cl)(=O)C(Cl)=O.[F:12][CH:13]([F:25])[CH:14]([C:16]1[N:17]([CH3:24])[CH:18]=[CH:19][C:20](=[O:23])[C:21]=1[OH:22])O. The catalyst is C(#N)C. The product is [F:25][CH:13]([F:12])[CH2:14][C:16]1[N:17]([CH3:24])[CH:18]=[CH:19][C:20](=[O:23])[C:21]=1[OH:22]. The yield is 0.240. (6) The reactants are [CH3:1][O:2][C:3]1[CH:4]=[C:5]2[C:10](=[CH:11][C:12]=1[O:13][CH3:14])[N:9]=[CH:8][CH:7]=[C:6]2[O:15][C:16]1[CH:22]=[CH:21][C:19]([NH2:20])=[C:18]([CH3:23])[C:17]=1[CH3:24].ClC(Cl)(O[C:29](=[O:35])OC(Cl)(Cl)Cl)Cl.[NH2:37][C:38]1[N:43]=[C:42]([CH3:44])[CH:41]=[CH:40][CH:39]=1.CO. The catalyst is C(Cl)(Cl)Cl.C(N(CC)CC)C.ClCCl. The product is [CH3:1][O:2][C:3]1[CH:4]=[C:5]2[C:10](=[CH:11][C:12]=1[O:13][CH3:14])[N:9]=[CH:8][CH:7]=[C:6]2[O:15][C:16]1[CH:22]=[CH:21][C:19]([NH:20][C:29]([NH:37][C:38]2[CH:39]=[CH:40][CH:41]=[C:42]([CH3:44])[N:43]=2)=[O:35])=[C:18]([CH3:23])[C:17]=1[CH3:24]. The yield is 0.380.